This data is from Reaction yield outcomes from USPTO patents with 853,638 reactions. The task is: Predict the reaction yield, written as a fraction of the theoretical maximum amount of product (1.0 means a 100% yield; for example, 0.34 means a 34% yield). (1) The reactants are [F:1][C:2]1[CH:20]=[C:19]([N+:21]([O-])=O)[CH:18]=[CH:17][C:3]=1[O:4][CH:5]1[C:10]2=[C:11]([CH:14]([CH3:16])[CH3:15])[CH:12]=[CH:13][N:9]2[N:8]=[CH:7][NH:6]1.[Cl-].[NH4+]. The catalyst is [Zn].CO.O1CCCC1. The product is [F:1][C:2]1[CH:20]=[C:19]([NH2:21])[CH:18]=[CH:17][C:3]=1[O:4][CH:5]1[C:10]2=[C:11]([CH:14]([CH3:15])[CH3:16])[CH:12]=[CH:13][N:9]2[N:8]=[CH:7][NH:6]1. The yield is 1.00. (2) The reactants are [Br:1][C:2]1[CH:7]=[CH:6][C:5](I)=[CH:4][CH:3]=1.C([Li])CCC.[C:14]1(=[O:19])[CH2:18][CH2:17][CH2:16]C1. The catalyst is O1CCCC1.[Cl-].[NH4+]. The product is [Br:1][C:2]1[CH:7]=[CH:6][C:5]([C:14]2([OH:19])[CH2:16][CH2:17][CH2:18]2)=[CH:4][CH:3]=1. The yield is 0.650. (3) The reactants are [C:1]1([OH:7])[CH:6]=[CH:5][CH:4]=[CH:3][CH:2]=1.[H-].[Na+].Br[C:11]1[CH:16]=[CH:15][C:14]([Br:17])=[CH:13][N:12]=1. The catalyst is CN(C)C=O. The product is [Br:17][C:14]1[CH:15]=[CH:16][C:11]([O:7][C:1]2[CH:6]=[CH:5][CH:4]=[CH:3][CH:2]=2)=[N:12][CH:13]=1. The yield is 0.810.